From a dataset of Full USPTO retrosynthesis dataset with 1.9M reactions from patents (1976-2016). Predict the reactants needed to synthesize the given product. (1) Given the product [Cl:22][C:23]1[CH:24]=[C:25]([NH:26][C:19]2[C:20]3[N:12]([CH2:11][CH2:10][OH:9])[CH:13]=[CH:14][C:15]=3[N:16]=[CH:17][N:18]=2)[CH:27]=[CH:28][C:29]=1[O:30][C:31]1[CH:36]=[CH:35][CH:34]=[C:33]([S:37]([CH2:40][CH:41]([CH3:42])[CH3:43])(=[O:38])=[O:39])[CH:32]=1, predict the reactants needed to synthesize it. The reactants are: C([O:9][CH2:10][CH2:11][N:12]1[C:20]2[C:19](Cl)=[N:18][CH:17]=[N:16][C:15]=2[CH:14]=[CH:13]1)(=O)C1C=CC=CC=1.[Cl:22][C:23]1[CH:24]=[C:25]([CH:27]=[CH:28][C:29]=1[O:30][C:31]1[CH:36]=[CH:35][CH:34]=[C:33]([S:37]([CH2:40][CH:41]([CH3:43])[CH3:42])(=[O:39])=[O:38])[CH:32]=1)[NH2:26].[OH-].[Na+]. (2) Given the product [C:13]([NH:12][C:8]1[CH:7]=[CH:6][C:5]([N+:16]([O-:18])=[O:17])=[C:4]2[C:9]=1[C:10](=[O:11])[C:2]([C:25]1[CH:26]=[C:27]([CH3:28])[C:22]([CH3:21])=[CH:23][C:24]=1[NH:29][C:30](=[O:34])[CH:31]([CH3:32])[CH3:33])([OH:20])[C:3]2=[O:19])(=[O:15])[CH3:14], predict the reactants needed to synthesize it. The reactants are: O[C:2]1([OH:20])[C:10](=[O:11])[C:9]2[C:4](=[C:5]([N+:16]([O-:18])=[O:17])[CH:6]=[CH:7][C:8]=2[NH:12][C:13](=[O:15])[CH3:14])[C:3]1=[O:19].[CH3:21][C:22]1[CH:23]=[C:24]([NH:29][C:30](=[O:34])[CH:31]([CH3:33])[CH3:32])[CH:25]=[CH:26][C:27]=1[CH3:28]. (3) The reactants are: Br[C:2]1(Br)[C:10]2[C:5](=[N:6][CH:7]=[CH:8][CH:9]=2)[NH:4][C:3]1=[O:11].C[OH:14]. Given the product [NH:4]1[C:5]2=[N:6][CH:7]=[CH:8][CH:9]=[C:10]2[C:2](=[O:14])[C:3]1=[O:11], predict the reactants needed to synthesize it.